Dataset: Reaction yield outcomes from USPTO patents with 853,638 reactions. Task: Predict the reaction yield, written as a fraction of the theoretical maximum amount of product (1.0 means a 100% yield; for example, 0.34 means a 34% yield). (1) The reactants are [C:1]([O:5][C:6]([NH:8][C@@H:9]([CH2:13][O:14][C:15]1[CH:20]=[CH:19][CH:18]=[CH:17][C:16]=1[N+:21]([O-])=O)[C:10]([OH:12])=[O:11])=[O:7])([CH3:4])([CH3:3])[CH3:2]. The catalyst is CO.[Pd]. The product is [NH2:21][C:16]1[CH:17]=[CH:18][CH:19]=[CH:20][C:15]=1[O:14][CH2:13][C@H:9]([NH:8][C:6]([O:5][C:1]([CH3:2])([CH3:3])[CH3:4])=[O:7])[C:10]([OH:12])=[O:11]. The yield is 0.550. (2) The reactants are [OH:1][C:2]1[CH:7]=[CH:6][CH:5]=[CH:4][C:3]=1[C:8](=O)[CH2:9][CH3:10].Br[CH2:13][C:14]([O:16][CH3:17])=[O:15].C(=O)([O-])[O-].[K+].[K+].N12CCCN=C1CCCCC2.Cl. The catalyst is CN(C)C=O.CC(C)=O. The product is [CH2:9]([C:8]1[C:3]2[CH:4]=[CH:5][CH:6]=[CH:7][C:2]=2[O:1][C:13]=1[C:14]([O:16][CH3:17])=[O:15])[CH3:10]. The yield is 0.520. (3) The reactants are [F:1][C:2]([F:20])([F:19])[C:3](=O)[CH2:4][C:5]([C:7]1[CH:17]=[CH:16][C:10]2[O:11][CH2:12][C:13](=[O:15])[NH:14][C:9]=2[CH:8]=1)=O.Cl.[F:22][C:23]1[CH:28]=[CH:27][C:26]([F:29])=[CH:25][C:24]=1[NH:30][NH2:31]. No catalyst specified. The product is [F:22][C:23]1[CH:28]=[CH:27][C:26]([F:29])=[CH:25][C:24]=1[N:30]1[C:5]([C:7]2[CH:17]=[CH:16][C:10]3[O:11][CH2:12][C:13](=[O:15])[NH:14][C:9]=3[CH:8]=2)=[CH:4][C:3]([C:2]([F:20])([F:19])[F:1])=[N:31]1. The yield is 0.110. (4) The reactants are C1(P(=O)(C2C=CC=CC=2)C2C=CC=CC=2)C=CC=CC=1.FC(F)(F)S(OS(C(F)(F)F)(=O)=O)(=O)=O.C([S:43][CH:44]([CH2:77][N:78]1[CH2:83][CH2:82][O:81][CH2:80][CH2:79]1)[CH2:45][NH:46][C:47]([C:49]1[NH:50][C:51]2[C:56]([CH:57]=1)=[CH:55][C:54]([O:58][CH2:59][CH2:60][CH2:61][S:62]([CH3:65])(=[O:64])=[O:63])=[CH:53][C:52]=2[N:66]([CH3:76])[S:67]([C:70]1[CH:75]=[CH:74][CH:73]=[CH:72][N:71]=1)(=[O:69])=[O:68])=O)C1C=CC=CC=1.C1(SC)C=CC=CC=1. The catalyst is ClCCl.C(OCC)(=O)C. The product is [CH3:76][N:66]([C:52]1[CH:53]=[C:54]([O:58][CH2:59][CH2:60][CH2:61][S:62]([CH3:65])(=[O:64])=[O:63])[CH:55]=[C:56]2[C:51]=1[NH:50][C:49]([C:47]1[S:43][CH:44]([CH2:77][N:78]3[CH2:79][CH2:80][O:81][CH2:82][CH2:83]3)[CH2:45][N:46]=1)=[CH:57]2)[S:67]([C:70]1[CH:75]=[CH:74][CH:73]=[CH:72][N:71]=1)(=[O:69])=[O:68]. The yield is 0.230. (5) The reactants are CS(C)=O.[CH3:5][O:6][CH2:7][CH2:8][CH2:9][O:10][C:11]1[CH:19]=[C:18]2[C:14]([CH:15]=[CH:16][NH:17]2)=[CH:13][C:12]=1[OH:20].Cl[C:22]1[CH:27]=[CH:26][N:25]=[C:24]([NH:28][C:29](=[O:31])[CH3:30])[CH:23]=1.CC(C)([O-])C.[K+]. The catalyst is O.C(OCC)(=O)C. The product is [CH3:5][O:6][CH2:7][CH2:8][CH2:9][O:10][C:11]1[CH:19]=[C:18]2[C:14]([CH:15]=[CH:16][NH:17]2)=[CH:13][C:12]=1[O:20][C:22]1[CH:27]=[CH:26][N:25]=[C:24]([NH:28][C:29](=[O:31])[CH3:30])[CH:23]=1. The yield is 0.460.